This data is from Full USPTO retrosynthesis dataset with 1.9M reactions from patents (1976-2016). The task is: Predict the reactants needed to synthesize the given product. (1) Given the product [Cl:1][C:2]1[CH:7]=[CH:6][C:5]([CH:8]([NH:44][C:40]2[CH:41]=[C:42]([CH3:43])[C:37]3[N:38]([C:34]([CH3:33])=[N:35][N:36]=3)[CH:39]=2)[C:9]2[C:10]([C:27]([O:29][CH2:30][CH3:31])=[O:28])=[N:11][N:12]([C:17]3[C:18]([O:25][CH3:26])=[N:19][C:20]([O:23][CH3:24])=[N:21][CH:22]=3)[C:13]=2[CH:14]([CH3:15])[CH3:16])=[CH:4][CH:3]=1, predict the reactants needed to synthesize it. The reactants are: [Cl:1][C:2]1[CH:7]=[CH:6][C:5]([CH:8](O)[C:9]2[C:10]([C:27]([O:29][CH2:30][CH3:31])=[O:28])=[N:11][N:12]([C:17]3[C:18]([O:25][CH3:26])=[N:19][C:20]([O:23][CH3:24])=[N:21][CH:22]=3)[C:13]=2[CH:14]([CH3:16])[CH3:15])=[CH:4][CH:3]=1.[CH3:33][C:34]1[N:38]2[CH:39]=[C:40]([NH2:44])[CH:41]=[C:42]([CH3:43])[C:37]2=[N:36][N:35]=1. (2) Given the product [Si:34]([O:33][C@H:10]1[CH2:11][C@H:12]([N:14]2[C:18]3[N:19]=[CH:20][N:21]=[C:22]([NH:23][C@@H:24]4[C:32]5[C:27](=[CH:28][CH:29]=[CH:30][CH:31]=5)[CH2:26][CH2:25]4)[C:17]=3[CH:16]=[CH:15]2)[CH2:13][C@H:9]1[CH2:8][N:7]([CH3:6])[S:41]([NH2:44])(=[O:42])=[O:43])([C:37]([CH3:38])([CH3:39])[CH3:40])([CH3:35])[CH3:36], predict the reactants needed to synthesize it. The reactants are: C(O[C:6](=O)[N:7]([S:41]([NH2:44])(=[O:43])=[O:42])[CH2:8][C@@H:9]1[CH2:13][C@@H:12]([N:14]2[C:18]3[N:19]=[CH:20][N:21]=[C:22]([NH:23][C@@H:24]4[C:32]5[C:27](=[CH:28][CH:29]=[CH:30][CH:31]=5)[CH2:26][CH2:25]4)[C:17]=3[CH:16]=[CH:15]2)[CH2:11][C@@H:10]1[O:33][Si:34]([C:37]([CH3:40])([CH3:39])[CH3:38])([CH3:36])[CH3:35])(C)(C)C.[AlH4-].[Li+]. (3) Given the product [CH:22]([O:24][C:6]1[CH:9]=[C:2]([F:1])[CH:3]=[CH:4][C:5]=1[O:10][CH2:11][C@@H:12]1[CH2:14][O:13]1)=[O:23], predict the reactants needed to synthesize it. The reactants are: [F:1][C:2]1[CH:3]=[CH:4][C:5]([O:10][CH2:11][C@@H:12]2[CH2:14][O:13]2)=[C:6]([CH:9]=1)C=O.C1C=C(Cl)C=C([C:22]([O:24]O)=[O:23])C=1. (4) Given the product [F:15][C:12]([F:13])([F:14])[C:9]1[N:10]=[CH:11][C:6]2[CH2:5][CH2:4][NH:3][C:2](=[O:1])[C:7]=2[N:8]=1, predict the reactants needed to synthesize it. The reactants are: [O:1]=[C:2]1[C:7]2[N:8]=[C:9]([C:12]([F:15])([F:14])[F:13])[N:10]=[CH:11][C:6]=2[CH2:5][CH2:4][N:3]1C(OC(C)(C)C)=O.Cl. (5) The reactants are: [C:1]([O:5][C:6](=[O:37])[NH:7][C:8]1[CH:13]=[CH:12][CH:11]=[CH:10][C:9]=1[NH:14][C:15](=[O:36])[C:16]1[CH:21]=[CH:20][C:19]([CH2:22][NH:23][C:24]2[S:25][C:26]3[CH:32]=[C:31]([N+:33]([O-])=O)[CH:30]=[CH:29][C:27]=3[N:28]=2)=[CH:18][CH:17]=1)([CH3:4])([CH3:3])[CH3:2].O.O.[Sn](Cl)Cl.C([O-])(=O)C.[NH4+]. Given the product [C:1]([O:5][C:6](=[O:37])[NH:7][C:8]1[CH:13]=[CH:12][CH:11]=[CH:10][C:9]=1[NH:14][C:15](=[O:36])[C:16]1[CH:17]=[CH:18][C:19]([CH2:22][NH:23][C:24]2[S:25][C:26]3[CH:32]=[C:31]([NH2:33])[CH:30]=[CH:29][C:27]=3[N:28]=2)=[CH:20][CH:21]=1)([CH3:4])([CH3:2])[CH3:3], predict the reactants needed to synthesize it.